From a dataset of Forward reaction prediction with 1.9M reactions from USPTO patents (1976-2016). Predict the product of the given reaction. (1) Given the reactants [CH3:1][C:2]1[N:6]([CH2:7][C:8]2[CH:13]=[CH:12][C:11]([O:14][Si](C(C)C)(C(C)C)C(C)C)=[CH:10][CH:9]=2)[N:5]=[C:4]([C:25]2[O:29][N:28]=[C:27]([C:30]3[CH:35]=[CH:34][C:33]([O:36][C:37]([F:40])([F:39])[F:38])=[CH:32][CH:31]=3)[N:26]=2)[CH:3]=1.[F-].C([N+](CCCC)(CCCC)CCCC)CCC, predict the reaction product. The product is: [CH3:1][C:2]1[N:6]([CH2:7][C:8]2[CH:13]=[CH:12][C:11]([OH:14])=[CH:10][CH:9]=2)[N:5]=[C:4]([C:25]2[O:29][N:28]=[C:27]([C:30]3[CH:35]=[CH:34][C:33]([O:36][C:37]([F:40])([F:38])[F:39])=[CH:32][CH:31]=3)[N:26]=2)[CH:3]=1. (2) Given the reactants [Cl:1][C:2]1[CH:3]=[C:4]2[C:9](=[C:10]([O:12][CH3:13])[CH:11]=1)[NH:8][C:7](=[O:14])[C:6]([CH2:15]O)=[CH:5]2.[BrH:17], predict the reaction product. The product is: [Br:17][CH2:15][C:6]1[C:7](=[O:14])[NH:8][C:9]2[C:4]([CH:5]=1)=[CH:3][C:2]([Cl:1])=[CH:11][C:10]=2[O:12][CH3:13]. (3) The product is: [F:6][C:7]1[CH:14]=[CH:13][C:10]([CH2:11][C:16]2([OH:15])[CH2:17][CH2:18][N:19]([C:22]([O:24][C:25]([CH3:27])([CH3:26])[CH3:28])=[O:23])[CH2:20][CH2:21]2)=[CH:9][CH:8]=1. Given the reactants [Mg].BrCCBr.[F:6][C:7]1[CH:14]=[CH:13][C:10]([CH2:11]Cl)=[CH:9][CH:8]=1.[O:15]=[C:16]1[CH2:21][CH2:20][N:19]([C:22]([O:24][C:25]([CH3:28])([CH3:27])[CH3:26])=[O:23])[CH2:18][CH2:17]1, predict the reaction product. (4) Given the reactants [CH:1]([C:3]1[CH:4]=[C:5]([CH:10]=[CH:11][CH:12]=1)[C:6]([O:8][CH3:9])=[O:7])=[CH2:2].[Cl:13][C:14]([Cl:19])(Cl)[C:15](Cl)=[O:16], predict the reaction product. The product is: [Cl:13][C:14]1([Cl:19])[C:15](=[O:16])[CH2:2][CH:1]1[C:3]1[CH:4]=[C:5]([CH:10]=[CH:11][CH:12]=1)[C:6]([O:8][CH3:9])=[O:7]. (5) Given the reactants [C:1]([C:3]1[CH:8]=[CH:7][C:6]([N:9]([CH2:15][C:16]([F:19])([F:18])[F:17])[CH2:10][C:11](OC)=[O:12])=[CH:5][C:4]=1[C:20]([F:23])([F:22])[F:21])#[N:2].[Li+].[BH4-], predict the reaction product. The product is: [OH:12][CH2:11][CH2:10][N:9]([CH2:15][C:16]([F:17])([F:18])[F:19])[C:6]1[CH:7]=[CH:8][C:3]([C:1]#[N:2])=[C:4]([C:20]([F:22])([F:23])[F:21])[CH:5]=1. (6) Given the reactants [N+]([O-])([O-])=O.[NH4+].C[O:7][C:8]1[C:17]2[C:12](=[CH:13][CH:14]=[CH:15][CH:16]=2)[C:11]([O:18]C)=[CH:10][C:9]=1[CH2:20][O:21][CH:22]1[CH:27]([C:28]2[CH:33]=[CH:32][C:31]([O:34][CH2:35][CH2:36][O:37][CH2:38][CH2:39][C:40]3[CH:45]=[CH:44][CH:43]=[CH:42][CH:41]=3)=[CH:30][CH:29]=2)[CH2:26][CH2:25][NH:24][CH2:23]1, predict the reaction product. The product is: [CH2:38]([O:37][CH2:36][CH2:35][O:34][C:31]1[CH:30]=[CH:29][C:28]([CH:27]2[CH2:26][CH2:25][NH:24][CH2:23][CH:22]2[O:21][CH2:20][C:9]2[C:8](=[O:7])[C:17]3[C:12]([C:11](=[O:18])[CH:10]=2)=[CH:13][CH:14]=[CH:15][CH:16]=3)=[CH:33][CH:32]=1)[CH2:39][C:40]1[CH:45]=[CH:44][CH:43]=[CH:42][CH:41]=1. (7) Given the reactants [C:1]([O:5][C:6](=[O:17])[NH:7][C@H:8]([C:11]1[CH:16]=[CH:15][CH:14]=[CH:13][CH:12]=1)[CH2:9]O)([CH3:4])([CH3:3])[CH3:2].[C:18]1(=[O:28])[NH:22][C:21](=[O:23])[C:20]2=[CH:24][CH:25]=[CH:26][CH:27]=[C:19]12.[CH:29]1[CH:34]=[CH:33][C:32]([P:35]([C:42]2[CH:47]=[CH:46][CH:45]=[CH:44][CH:43]=2)[C:36]2[CH:41]=[CH:40][CH:39]=[CH:38][CH:37]=2)=[CH:31][CH:30]=1.CC[O:50]C(/N=N/C(OCC)=O)=O, predict the reaction product. The product is: [C:1]([O:5][C:6](=[O:17])[NH:7][C@H:8]([C:11]1[CH:16]=[CH:15][CH:14]=[CH:13][CH:12]=1)[CH2:9][N:22]1[C:18](=[O:28])[C:19]2[C:20](=[CH:24][CH:25]=[CH:26][CH:27]=2)[C:21]1=[O:23])([CH3:4])([CH3:3])[CH3:2].[C:36]1([P:35](=[O:50])([C:32]2[CH:31]=[CH:30][CH:29]=[CH:34][CH:33]=2)[C:42]2[CH:47]=[CH:46][CH:45]=[CH:44][CH:43]=2)[CH:41]=[CH:40][CH:39]=[CH:38][CH:37]=1. (8) Given the reactants Br[C:2]1[N:3]=[C:4]([N:12]2[CH2:17][CH2:16][N:15]([CH2:18][CH3:19])[CH2:14][CH2:13]2)[C:5]2[C:10]([CH:11]=1)=[CH:9][CH:8]=[CH:7][CH:6]=2.[OH-:20].[Na+].C1(C)[C:23](C)=[CH:24][CH:25]=[CH:26][CH:27]=1, predict the reaction product. The product is: [CH2:18]([N:15]1[CH2:16][CH2:17][N:12]([C:4]2[C:5]3[C:10](=[CH:9][CH:8]=[CH:7][CH:6]=3)[CH:11]=[C:2]([C:11]3[CH:10]=[CH:5][C:4]([N:12]4[CH2:23][CH2:24][CH:25]([OH:20])[CH2:26][CH2:27]4)=[N:3][CH:2]=3)[N:3]=2)[CH2:13][CH2:14]1)[CH3:19]. (9) Given the reactants Cl.[CH:2]([NH2:4])=[NH:3].C([O:7][CH:8]=[C:9]([C:15](OCC)=O)[C:10]([O:12][CH2:13][CH3:14])=[O:11])C.C(OCC)(=O)C.Cl, predict the reaction product. The product is: [O:7]=[C:8]1[NH:4][CH:2]=[N:3][CH:15]=[C:9]1[C:10]([O:12][CH2:13][CH3:14])=[O:11].